Dataset: Full USPTO retrosynthesis dataset with 1.9M reactions from patents (1976-2016). Task: Predict the reactants needed to synthesize the given product. (1) Given the product [CH2:1]([C@@H:8]1[CH2:13][N:12]([CH2:14][C:15]2[CH:16]=[CH:17][CH:18]=[CH:19][CH:20]=2)[CH2:11][CH2:10][N:9]1[C:21]([C:23]1[N:24]=[CH:25][N:26]([CH2:34][CH2:35][NH:36][CH:44]2[CH2:45][CH2:46][O:47][CH2:48][CH2:49]2)[C:27]=1[C:28]1[CH:29]=[CH:30][CH:31]=[CH:32][CH:33]=1)=[O:22])[C:2]1[CH:3]=[CH:4][CH:5]=[CH:6][CH:7]=1, predict the reactants needed to synthesize it. The reactants are: [CH2:1]([C@@H:8]1[CH2:13][N:12]([CH2:14][C:15]2[CH:20]=[CH:19][CH:18]=[CH:17][CH:16]=2)[CH2:11][CH2:10][N:9]1[C:21]([C:23]1[N:24]=[CH:25][N:26]([CH2:34][CH2:35][N:36]([CH:44]2[CH2:49][CH2:48][O:47][CH2:46][CH2:45]2)C(=O)OC(C)(C)C)[C:27]=1[C:28]1[CH:33]=[CH:32][CH:31]=[CH:30][CH:29]=1)=[O:22])[C:2]1[CH:7]=[CH:6][CH:5]=[CH:4][CH:3]=1.C(O)(C(F)(F)F)=O.C(=O)(O)[O-].[Na+].C(=O)([O-])[O-].[K+].[K+]. (2) Given the product [ClH:1].[N:8]1[CH:13]=[CH:12][CH:11]=[C:10]([O:14][CH2:15][CH:16]2[CH2:17][NH:18][CH2:19][CH2:20][N:21]2[C:22]2[S:23][C:24]3[C:25]([N:34]=2)=[N:26][CH:27]=[C:28]([C:30]([F:33])([F:32])[F:31])[CH:29]=3)[CH:9]=1, predict the reactants needed to synthesize it. The reactants are: [ClH:1].O1CCOCC1.[N:8]1[CH:13]=[CH:12][CH:11]=[C:10]([O:14][CH2:15][CH:16]2[N:21]([C:22]3[S:23][C:24]4[C:25]([N:34]=3)=[N:26][CH:27]=[C:28]([C:30]([F:33])([F:32])[F:31])[CH:29]=4)[CH2:20][CH2:19][N:18](C(OC(C)(C)C)=O)[CH2:17]2)[CH:9]=1. (3) Given the product [CH3:1][O:2][C:3]1[CH:8]=[CH:7][CH:6]=[CH:5][C:4]=1[NH:9][C:10]1[C:11]([NH2:16])=[CH:12][CH:13]=[CH:14][CH:15]=1, predict the reactants needed to synthesize it. The reactants are: [CH3:1][O:2][C:3]1[CH:8]=[CH:7][CH:6]=[CH:5][C:4]=1[NH:9][C:10]1[CH:15]=[CH:14][CH:13]=[CH:12][C:11]=1[N+:16]([O-])=O. (4) Given the product [Cl:1][C:2]1[CH:3]=[CH:4][C:5]2[N:11]=[C:10]([N:30]3[CH2:29][CH2:28][N:27]([CH2:26][C:21]([CH3:33])([CH3:20])[C:22]([O:24][CH3:25])=[O:23])[CH2:32][CH2:31]3)[C:9]3=[CH:13][C:14]([CH3:16])=[CH:15][N:8]3[CH2:7][C:6]=2[CH:17]=1, predict the reactants needed to synthesize it. The reactants are: [Cl:1][C:2]1[CH:3]=[CH:4][C:5]2[N:11]=[C:10](Cl)[C:9]3=[CH:13][C:14]([CH3:16])=[CH:15][N:8]3[CH2:7][C:6]=2[CH:17]=1.Cl.Cl.[CH3:20][C:21]([CH3:33])([CH2:26][N:27]1[CH2:32][CH2:31][NH:30][CH2:29][CH2:28]1)[C:22]([O:24][CH3:25])=[O:23].C(NC(C)C)(C)C.C(#N)C. (5) Given the product [Cl:30][C:2]1[CH:7]=[N:6][C:5]([C:8]([N:24]2[CH2:25][CH2:26][N:21]([CH3:20])[CH2:22][CH2:23]2)=[O:10])=[CH:4][N:3]=1, predict the reactants needed to synthesize it. The reactants are: O[C:2]1[N:3]=[CH:4][C:5]([C:8]([OH:10])=O)=[N:6][CH:7]=1.C(N(C(C)C)CC)(C)C.[CH3:20][N:21]1[CH2:26][CH2:25][NH:24][CH2:23][CH2:22]1.O.S(Cl)([Cl:30])=O. (6) Given the product [CH:1]1([NH:4][C:5](=[O:6])[C:7]2[CH:8]=[CH:9][C:10]([CH3:39])=[C:11]([C:13]3[CH:14]=[C:15]4[C:20](=[CH:21][CH:22]=3)[N:19]=[C:18]([NH:23][CH2:24][CH2:25][N:26]3[CH2:27][CH2:28][NH:29][CH2:30][CH2:31]3)[N:17]=[CH:16]4)[CH:12]=2)[CH2:2][CH2:3]1, predict the reactants needed to synthesize it. The reactants are: [CH:1]1([NH:4][C:5]([C:7]2[CH:8]=[CH:9][C:10]([CH3:39])=[C:11]([C:13]3[CH:14]=[C:15]4[C:20](=[CH:21][CH:22]=3)[N:19]=[C:18]([NH:23][CH2:24][CH2:25][N:26]3[CH2:31][CH2:30][N:29](C(OC(C)(C)C)=O)[CH2:28][CH2:27]3)[N:17]=[CH:16]4)[CH:12]=2)=[O:6])[CH2:3][CH2:2]1.Cl.O1CCOCC1.C(=O)(O)[O-].[Na+]. (7) Given the product [F:1][C:2]1[CH:28]=[CH:27][C:5]([CH2:6][N:7]2[CH:11]=[C:10]([C:12]3[N:13]=[C:14]4[N:19]([C:20](=[O:24])[C:21]=3[OH:22])[CH2:18][CH2:17][O:16][C:15]4([CH3:26])[CH3:25])[N:9]=[CH:8]2)=[CH:4][CH:3]=1, predict the reactants needed to synthesize it. The reactants are: [F:1][C:2]1[CH:28]=[CH:27][C:5]([CH2:6][N:7]2[CH:11]=[C:10]([C:12]3[N:13]=[C:14]4[N:19]([C:20](=[O:24])[C:21]=3[O:22]C)[CH2:18][CH2:17][O:16][C:15]4([CH3:26])[CH3:25])[N:9]=[CH:8]2)=[CH:4][CH:3]=1.B(Br)(Br)Br.S(C)C. (8) Given the product [Si:1]([O:8][C@@H:9]1[C@H:13]([CH2:14][O:15][Si:16]([C:19]([CH3:22])([CH3:21])[CH3:20])([CH3:17])[CH3:18])[CH2:12][C@@H:11]([O:23][C:36]2[CH:35]=[CH:34][N:33]=[C:32]([Cl:31])[CH:37]=2)[CH2:10]1)([C:4]([CH3:7])([CH3:6])[CH3:5])([CH3:3])[CH3:2], predict the reactants needed to synthesize it. The reactants are: [Si:1]([O:8][C@@H:9]1[C@H:13]([CH2:14][O:15][Si:16]([C:19]([CH3:22])([CH3:21])[CH3:20])([CH3:18])[CH3:17])[CH2:12][C@@H:11]([OH:23])[CH2:10]1)([C:4]([CH3:7])([CH3:6])[CH3:5])([CH3:3])[CH3:2].CN(C=O)C.[H-].[Na+].[Cl:31][C:32]1[CH:37]=[C:36]([N+]([O-])=O)[CH:35]=[CH:34][N:33]=1. (9) The reactants are: [CH2:1]1[C:7]2[CH:8]=[CH:9][CH:10]=[CH:11][C:6]=2[CH2:5][CH2:4][NH:3][CH2:2]1.[N+:12]([O-])([OH:14])=[O:13].[OH-].[Na+]. Given the product [N+:12]([C:9]1[CH:10]=[CH:11][C:6]2[CH2:5][CH2:4][NH:3][CH2:2][CH2:1][C:7]=2[CH:8]=1)([O-:14])=[O:13], predict the reactants needed to synthesize it. (10) Given the product [CH2:27]([N:22]1[CH2:23][CH2:24][C:25]2[S:26][C:18](/[CH:17]=[C:13]3\[C@@H:14]4[N:11]([C:12]\3=[O:38])[C:10]([C:39]([OH:41])=[O:40])=[CH:9][S:15]4)=[CH:19][C:20]=2[CH2:21]1)[C:28]1[CH:29]=[CH:30][CH:31]=[CH:32][CH:33]=1, predict the reactants needed to synthesize it. The reactants are: [N+](C1C=CC(C[C:9]2[S:15][CH:14]3[N:11]([C:12](=[O:38])[C:13]3([CH:17](OC(=O)C)[C:18]3[S:26][C:25]4[CH2:24][CH2:23][N:22]([CH2:27][C:28]5[CH:33]=[CH:32][CH:31]=[CH:30][CH:29]=5)[CH2:21][C:20]=4[CH:19]=3)Br)[C:10]=2[C:39]([O-:41])=[O:40])=CC=1)([O-])=O.P([O-])([O-])([O-])=O.